Regression. Given a peptide amino acid sequence and an MHC pseudo amino acid sequence, predict their binding affinity value. This is MHC class II binding data. From a dataset of Peptide-MHC class II binding affinity with 134,281 pairs from IEDB. The peptide sequence is PSHIMSVLDMGQGIL. The MHC is DRB1_0405 with pseudo-sequence DRB1_0405. The binding affinity (normalized) is 0.544.